From a dataset of Forward reaction prediction with 1.9M reactions from USPTO patents (1976-2016). Predict the product of the given reaction. (1) Given the reactants [NH:1]1[C:9]2[C:4](=[CH:5][CH:6]=[CH:7][CH:8]=2)[CH2:3][C:2]1=[O:10].[NH:11]1[C:15]2[CH:16]=[CH:17][C:18]([CH:20]=O)=[CH:19][C:14]=2[N:13]=[CH:12]1, predict the reaction product. The product is: [NH:11]1[C:15]2[CH:16]=[CH:17][C:18](/[CH:20]=[C:3]3/[C:2](=[O:10])[NH:1][C:9]4[C:4]/3=[CH:5][CH:6]=[CH:7][CH:8]=4)=[CH:19][C:14]=2[N:13]=[CH:12]1. (2) Given the reactants [N:1]1[CH:9]=[C:8]2[C:4]([N:5]=[CH:6][NH:7]2)=[N:3][CH:2]=1.F[C:11]1[CH:16]=[CH:15][C:14]([N+:17]([O-:19])=O)=[CH:13][CH:12]=1.[Cl:20][C:21]1[CH:26]=[CH:25][C:24]([N:27]=[C:28]=[O:29])=[CH:23][C:22]=1[C:30]([F:33])([F:32])[F:31], predict the reaction product. The product is: [Cl:20][C:21]1[CH:26]=[CH:25][C:24]([NH:27][C:28]([N:17]([OH:19])[C:14]2[CH:13]=[CH:12][C:11]([N:5]3[CH:6]=[N:7][C:8]4[C:4]3=[N:3][CH:2]=[N:1][CH:9]=4)=[CH:16][CH:15]=2)=[O:29])=[CH:23][C:22]=1[C:30]([F:31])([F:32])[F:33]. (3) Given the reactants Cl.[C:2]([C:6]1[N:10]([CH2:11][CH:12]2[CH2:17][CH2:16][O:15][CH2:14][CH2:13]2)[C:9]2[CH:18]=[CH:19][C:20]([NH:22][CH2:23][CH3:24])=[CH:21][C:8]=2[N:7]=1)([CH3:5])([CH3:4])[CH3:3].[NH2:25][C:26]([NH:28][C:29]1[CH:34]=[CH:33][C:32]([S:35](Cl)(=[O:37])=[O:36])=[CH:31][CH:30]=1)=[O:27], predict the reaction product. The product is: [NH2:25][C:26]([NH:28][C:29]1[CH:30]=[CH:31][C:32]([S:35]([N:22]([C:20]2[CH:19]=[CH:18][C:9]3[N:10]([CH2:11][CH:12]4[CH2:17][CH2:16][O:15][CH2:14][CH2:13]4)[C:6]([C:2]([CH3:5])([CH3:3])[CH3:4])=[N:7][C:8]=3[CH:21]=2)[CH2:23][CH3:24])(=[O:37])=[O:36])=[CH:33][CH:34]=1)=[O:27]. (4) Given the reactants [Cl:1][C:2]1[CH:8]=[CH:7][CH:6]=[CH:5][C:3]=1[NH2:4].[Br:9][C:10]1[CH:11]=[CH:12][C:13]2[O:22][CH2:21][CH2:20][C:19]3[CH:18]=[C:17]([C:23](Cl)=[O:24])[S:16][C:15]=3[C:14]=2[CH:26]=1.C(Cl)(=O)C(Cl)=O, predict the reaction product. The product is: [Cl:1][C:2]1[CH:8]=[CH:7][CH:6]=[CH:5][C:3]=1[NH:4][C:23]([C:17]1[S:16][C:15]2[C:14]3[CH:26]=[C:10]([Br:9])[CH:11]=[CH:12][C:13]=3[O:22][CH2:21][CH2:20][C:19]=2[CH:18]=1)=[O:24]. (5) Given the reactants Cl.[CH2:2]([O:9][C:10]1[CH:11]=[C:12]([C:18]2[C:19]([CH3:31])([CH3:30])[C:20](=[O:29])[N:21]([CH:23]3[CH2:28][CH2:27][NH:26][CH2:25][CH2:24]3)[N:22]=2)[CH:13]=[CH:14][C:15]=1[O:16][CH3:17])[C:3]1[CH:8]=[CH:7][CH:6]=[CH:5][CH:4]=1.[CH3:32][C:33]1[CH:34]=[C:35]([S:39](Cl)(=[O:41])=[O:40])[CH:36]=[CH:37][CH:38]=1, predict the reaction product. The product is: [CH2:2]([O:9][C:10]1[CH:11]=[C:12]([C:18]2[C:19]([CH3:31])([CH3:30])[C:20](=[O:29])[N:21]([CH:23]3[CH2:24][CH2:25][N:26]([S:39]([C:35]4[CH:36]=[CH:37][CH:38]=[C:33]([CH3:32])[CH:34]=4)(=[O:41])=[O:40])[CH2:27][CH2:28]3)[N:22]=2)[CH:13]=[CH:14][C:15]=1[O:16][CH3:17])[C:3]1[CH:4]=[CH:5][CH:6]=[CH:7][CH:8]=1.